This data is from Oral bioavailability binary classification data from Ma et al.. The task is: Regression/Classification. Given a drug SMILES string, predict its absorption, distribution, metabolism, or excretion properties. Task type varies by dataset: regression for continuous measurements (e.g., permeability, clearance, half-life) or binary classification for categorical outcomes (e.g., BBB penetration, CYP inhibition). Dataset: bioavailability_ma. (1) The drug is C[C@@H](O[C@H]1OCCN(Cc2n[nH]c(=O)[nH]2)[C@H]1c1ccc(F)cc1)c1cc(C(F)(F)F)cc(C(F)(F)F)c1. The result is 1 (high bioavailability). (2) The molecule is C#C[C@]1(O)CC[C@H]2[C@@H]3CCC4=CCCC[C@@H]4[C@H]3C(=C)C[C@@]21CC. The result is 0 (low bioavailability).